This data is from Full USPTO retrosynthesis dataset with 1.9M reactions from patents (1976-2016). The task is: Predict the reactants needed to synthesize the given product. (1) The reactants are: C1CC=CCC=1.C([O:14][C:15]1[CH:16]=[C:17]([NH:21][C:22]2[N:27]=[CH:26][C:25]([NH:28][C:29]3[CH:34]=[CH:33][C:32]([Cl:35])=[C:31]([Cl:36])[CH:30]=3)=[CH:24][N:23]=2)[CH:18]=[CH:19][CH:20]=1)C1C=CC=CC=1. Given the product [OH:14][C:15]1[CH:16]=[C:17]([NH:21][C:22]2[N:27]=[CH:26][C:25]([NH:28][C:29]3[CH:34]=[CH:33][C:32]([Cl:35])=[C:31]([Cl:36])[CH:30]=3)=[CH:24][N:23]=2)[CH:18]=[CH:19][CH:20]=1, predict the reactants needed to synthesize it. (2) Given the product [Cl:1][C:2]1[C:7]([O:8][CH3:9])=[CH:6][C:5]([O:10][CH3:11])=[CH:4][C:3]=1[C:12]1[C:24](=[O:25])[N:23]([CH2:26][CH2:27][C:28]2[N:33]=[CH:32][C:31]([NH:34][C:35](=[O:41])[O:36][C:37]([CH3:40])([CH3:39])[CH3:38])=[CH:30][CH:29]=2)[C:15]2[N:16]=[C:17]([NH:43][CH3:42])[N:18]=[CH:19][C:14]=2[CH:13]=1, predict the reactants needed to synthesize it. The reactants are: [Cl:1][C:2]1[C:7]([O:8][CH3:9])=[CH:6][C:5]([O:10][CH3:11])=[CH:4][C:3]=1[C:12]1[C:24](=[O:25])[N:23]([CH2:26][CH2:27][C:28]2[N:33]=[CH:32][C:31]([NH:34][C:35](=[O:41])[O:36][C:37]([CH3:40])([CH3:39])[CH3:38])=[CH:30][CH:29]=2)[C:15]2[N:16]=[C:17](S(C)=O)[N:18]=[CH:19][C:14]=2[CH:13]=1.[CH3:42][NH2:43].Cl.C(OCC)(=O)C. (3) Given the product [CH3:1][C@@H:2]([NH:12][CH2:13][C@H:14]([OH:25])[C:15]1[CH:16]=[CH:17][C:18]([OH:24])=[C:19]([NH:21][CH:22]=[O:23])[CH:20]=1)[CH2:3][C:4]1[CH:5]=[CH:6][C:7]([O:10][CH3:11])=[CH:8][CH:9]=1.[C:33]([C@@H:31]([C@H:29]([C:28]([O-:37])=[O:36])[OH:30])[OH:32])([O-:35])=[O:34], predict the reactants needed to synthesize it. The reactants are: [CH3:1][C@@H:2]([NH:12][CH2:13][C@H:14]([OH:25])[C:15]1[CH:16]=[CH:17][C:18]([OH:24])=[C:19]([NH:21][CH:22]=[O:23])[CH:20]=1)[CH2:3][C:4]1[CH:5]=[CH:6][C:7]([O:10][CH3:11])=[CH:8][CH:9]=1.CO.[C:28]([OH:37])(=[O:36])[C@@H:29]([C@H:31]([C:33]([OH:35])=[O:34])[OH:32])[OH:30]. (4) Given the product [CH3:3][O:4][C:5]1[N:6]=[C:7]2[C:12](=[CH:13][CH:14]=1)[N:11]=[CH:10][CH:9]=[C:8]2[NH:15][C:16]([N:18]1[CH2:19][CH2:20][N:21]([CH2:24][CH:25]([OH:37])[C:26]2[CH:27]=[CH:28][C:29]3[O:34][CH2:33][C:32](=[O:35])[NH:31][C:30]=3[CH:36]=2)[CH2:22][CH2:23]1)=[O:17], predict the reactants needed to synthesize it. The reactants are: [BH4-].[Na+].[CH3:3][O:4][C:5]1[N:6]=[C:7]2[C:12](=[CH:13][CH:14]=1)[N:11]=[CH:10][CH:9]=[C:8]2[NH:15][C:16]([N:18]1[CH2:23][CH2:22][N:21]([CH2:24][C:25](=[O:37])[C:26]2[CH:27]=[CH:28][C:29]3[O:34][CH2:33][C:32](=[O:35])[NH:31][C:30]=3[CH:36]=2)[CH2:20][CH2:19]1)=[O:17]. (5) Given the product [Cl:1][C:2]1[CH:3]=[C:4]([CH:12]([CH2:17][CH:18]2[CH2:23][CH2:22][O:21][CH2:20][CH2:19]2)[C:13](=[O:16])[CH2:14][CH2:15][C:30]([C:25]2[CH:26]=[CH:27][CH:28]=[CH:29][N:24]=2)=[O:31])[CH:5]=[CH:6][C:7]=1[S:8]([CH3:11])(=[O:9])=[O:10], predict the reactants needed to synthesize it. The reactants are: [Cl:1][C:2]1[CH:3]=[C:4]([CH:12]([CH2:17][CH:18]2[CH2:23][CH2:22][O:21][CH2:20][CH2:19]2)[C:13](=[O:16])[CH:14]=[CH2:15])[CH:5]=[CH:6][C:7]=1[S:8]([CH3:11])(=[O:10])=[O:9].[N:24]1[CH:29]=[CH:28][CH:27]=[CH:26][C:25]=1[CH:30]=[O:31].C(N(CC)CC)C. (6) Given the product [Br:3][C:4]1[CH:9]=[CH:8][C:7]([Cl:10])=[C:6]([O:11][C@H:12]2[CH2:13][CH2:14][C@@H:15]([O:18][CH3:19])[CH2:16][CH2:17]2)[CH:5]=1, predict the reactants needed to synthesize it. The reactants are: [H-].[Na+].[Br:3][C:4]1[CH:9]=[CH:8][C:7]([Cl:10])=[C:6]([O:11][C@H:12]2[CH2:17][CH2:16][C@@H:15]([OH:18])[CH2:14][CH2:13]2)[CH:5]=1.[CH3:19]I.O.